This data is from Forward reaction prediction with 1.9M reactions from USPTO patents (1976-2016). The task is: Predict the product of the given reaction. (1) Given the reactants [CH3:1][O:2][C:3]1[CH:4]=[CH:5][C:6]([CH2:21][CH:22]2[S:26][C:25](=[O:27])[NH:24][C:23]2=[O:28])=[C:7]2[C:12]=1[N:11]([CH2:13][CH:14]1[CH2:19][CH2:18][NH:17][CH2:16][CH2:15]1)[C:10](=[O:20])[CH2:9][CH2:8]2.CN(C=O)C.[CH3:34][C:35]1[CH:42]=[CH:41][CH:40]=[CH:39][C:36]=1[CH:37]=O.C(N(C(C)C)CC)(C)C, predict the reaction product. The product is: [CH3:1][O:2][C:3]1[CH:4]=[CH:5][C:6]([CH2:21][CH:22]2[S:26][C:25](=[O:27])[NH:24][C:23]2=[O:28])=[C:7]2[C:12]=1[N:11]([CH2:13][CH:14]1[CH2:15][CH2:16][N:17]([CH2:34][C:35]3[CH:42]=[CH:41][CH:40]=[CH:39][C:36]=3[CH3:37])[CH2:18][CH2:19]1)[C:10](=[O:20])[CH2:9][CH2:8]2. (2) Given the reactants [Si:1]([O:8][CH2:9][C:10]1[CH:15]=[C:14]([C:16]([F:19])([F:18])[F:17])[CH:13]=[CH:12][C:11]=1[C:20]([CH:22]1[CH2:26][CH2:25][CH2:24][CH2:23]1)=[O:21])([C:4]([CH3:7])([CH3:6])[CH3:5])([CH3:3])[CH3:2].[BH4-].[Na+], predict the reaction product. The product is: [Si:1]([O:8][CH2:9][C:10]1[CH:15]=[C:14]([C:16]([F:18])([F:19])[F:17])[CH:13]=[CH:12][C:11]=1[CH:20]([CH:22]1[CH2:23][CH2:24][CH2:25][CH2:26]1)[OH:21])([C:4]([CH3:7])([CH3:6])[CH3:5])([CH3:3])[CH3:2]. (3) Given the reactants [F:1][C:2]1[CH:11]=[C:10]([NH:12][S:13]([C:16]2[CH:21]=[CH:20][C:19](I)=[CH:18][CH:17]=2)(=[O:15])=[O:14])[CH:9]=[C:8]([F:23])[C:3]=1[C:4]([O:6][CH3:7])=[O:5].[NH:24]1[CH:28]=[CH:27][N:26]=[N:25]1.P([O-])([O-])([O-])=O.[K+].[K+].[K+].CN[C@@H]1CCCC[C@H]1NC, predict the reaction product. The product is: [F:1][C:2]1[CH:11]=[C:10]([NH:12][S:13]([C:16]2[CH:21]=[CH:20][C:19]([N:24]3[CH:28]=[CH:27][N:26]=[N:25]3)=[CH:18][CH:17]=2)(=[O:15])=[O:14])[CH:9]=[C:8]([F:23])[C:3]=1[C:4]([O:6][CH3:7])=[O:5].[F:1][C:2]1[CH:11]=[C:10]([NH:12][S:13]([C:16]2[CH:21]=[CH:20][C:19]([N:25]3[N:26]=[CH:27][CH:28]=[N:24]3)=[CH:18][CH:17]=2)(=[O:15])=[O:14])[CH:9]=[C:8]([F:23])[C:3]=1[C:4]([O:6][CH3:7])=[O:5]. (4) Given the reactants [Br-].C([O:4][C:5](=[O:28])[CH2:6][CH2:7][CH2:8][P+](C1C=CC=CC=1)(C1C=CC=CC=1)C1C=CC=CC=1)C.C[Si](C)(C)[N-][Si](C)(C)C.[Na+].[F:39][C:40]1[CH:47]=[CH:46][C:43]([CH:44]=O)=[CH:42][CH:41]=1.[OH-].[Na+], predict the reaction product. The product is: [F:39][C:40]1[CH:47]=[CH:46][C:43](/[CH:44]=[CH:8]\[CH2:7][CH2:6][C:5]([OH:28])=[O:4])=[CH:42][CH:41]=1. (5) Given the reactants [CH2:1]([N:3]([C@H:16]1[CH2:21][CH2:20][C@H:19]([C:22]([O:24][CH3:25])=[O:23])[CH2:18][CH2:17]1)[S:4]([C:7]1[CH:8]=[C:9]([CH:13]=[CH:14][CH:15]=1)[C:10](O)=[O:11])(=[O:6])=[O:5])[CH3:2].C(Cl)(=O)C(Cl)=O.[NH2:32][C:33]1[S:34][C:35]2[CH2:62][CH2:61][CH2:60][CH2:59][C:36]=2[C:37]=1[C:38]([NH:40][C:41]1[CH:46]=[CH:45][C:44]([CH2:47][CH2:48][C:49]2[CH:58]=[CH:57][C:52]([C:53]([O:55][CH3:56])=[O:54])=[CH:51][CH:50]=2)=[CH:43][CH:42]=1)=[O:39], predict the reaction product. The product is: [CH2:1]([N:3]([C@H:16]1[CH2:21][CH2:20][C@H:19]([C:22]([O:24][CH3:25])=[O:23])[CH2:18][CH2:17]1)[S:4]([C:7]1[CH:8]=[C:9]([CH:13]=[CH:14][CH:15]=1)[C:10]([NH:32][C:33]1[S:34][C:35]2[CH2:62][CH2:61][CH2:60][CH2:59][C:36]=2[C:37]=1[C:38]([NH:40][C:41]1[CH:42]=[CH:43][C:44]([CH2:47][CH2:48][C:49]2[CH:50]=[CH:51][C:52]([C:53]([O:55][CH3:56])=[O:54])=[CH:57][CH:58]=2)=[CH:45][CH:46]=1)=[O:39])=[O:11])(=[O:6])=[O:5])[CH3:2].